Dataset: Reaction yield outcomes from USPTO patents with 853,638 reactions. Task: Predict the reaction yield, written as a fraction of the theoretical maximum amount of product (1.0 means a 100% yield; for example, 0.34 means a 34% yield). (1) The reactants are [Br:1][C:2]1[CH:10]=[CH:9][CH:8]=[C:7]2[C:3]=1[C:4]([C:16]1[C:21](O)=[CH:20][CH:19]=[C:18]([O:23][CH3:24])[N:17]=1)([CH2:14][OH:15])[C:5](=[O:13])[N:6]2CO.C(P(CCCC)CCCC)CCC.N(C(OC(C)(C)C)=O)=NC(OC(C)(C)C)=O.[OH-].[NH4+]. The catalyst is O1CCCC1. The product is [Br:1][C:2]1[CH:10]=[CH:9][CH:8]=[C:7]2[C:3]=1[C:4]1([C:16]3=[N:17][C:18]([O:23][CH3:24])=[CH:19][CH:20]=[C:21]3[O:15][CH2:14]1)[C:5](=[O:13])[NH:6]2. The yield is 0.420. (2) The reactants are [NH:1]1[C:5]2=[N:6][CH:7]=[CH:8][CH:9]=[C:4]2[C:3]([C:10]([C:12]2[CH:13]=[CH:14][C:15]([NH:18][CH2:19][C:20]3[CH:25]=[CH:24][C:23]([C:26]([F:29])([F:28])[F:27])=[CH:22][CH:21]=3)=[N:16][CH:17]=2)=[CH2:11])=[CH:2]1. The catalyst is O1CCCC1.CO. The product is [NH:1]1[C:5]2=[N:6][CH:7]=[CH:8][CH:9]=[C:4]2[C:3]([CH:10]([C:12]2[CH:13]=[CH:14][C:15]([NH:18][CH2:19][C:20]3[CH:21]=[CH:22][C:23]([C:26]([F:27])([F:29])[F:28])=[CH:24][CH:25]=3)=[N:16][CH:17]=2)[CH3:11])=[CH:2]1. The yield is 0.0500. (3) The reactants are [Cl:1][C:2]1[CH:7]=[CH:6][CH:5]=[CH:4][C:3]=1[S:8][CH2:9][CH:10](OCC)OCC. The catalyst is C1(C)C=CC=CC=1. The product is [Cl:1][C:2]1[C:3]2[S:8][CH:9]=[CH:10][C:4]=2[CH:5]=[CH:6][CH:7]=1. The yield is 0.675. (4) The reactants are C([O:8][C:9]1[CH:28]=[CH:27][C:12]([O:13][CH2:14][C:15]2[N:16]=[C:17]([C:21]3[CH:26]=[CH:25][CH:24]=[CH:23][CH:22]=3)[O:18][C:19]=2[CH3:20])=[CH:11][CH:10]=1)C1C=CC=CC=1. The catalyst is [C].[Pd].O1CCCC1. The product is [CH3:20][C:19]1[O:18][C:17]([C:21]2[CH:22]=[CH:23][CH:24]=[CH:25][CH:26]=2)=[N:16][C:15]=1[CH2:14][O:13][C:12]1[CH:11]=[CH:10][C:9]([OH:8])=[CH:28][CH:27]=1. The yield is 0.950. (5) The reactants are CO[C:3](=[O:24])[C:4]1[CH:9]=[CH:8][C:7]([O:10][CH2:11][C:12]2[C:13]([C:17]3[CH:22]=[CH:21][C:20]([F:23])=[CH:19][CH:18]=3)=[N:14][O:15][CH:16]=2)=[N:6][CH:5]=1.[CH:25]1([NH2:28])[CH2:27][CH2:26]1. No catalyst specified. The product is [CH:25]1([NH:28][C:3](=[O:24])[C:4]2[CH:9]=[CH:8][C:7]([O:10][CH2:11][C:12]3[C:13]([C:17]4[CH:18]=[CH:19][C:20]([F:23])=[CH:21][CH:22]=4)=[N:14][O:15][CH:16]=3)=[N:6][CH:5]=2)[CH2:27][CH2:26]1. The yield is 0.280. (6) The reactants are [C:1]([C:5]1[CH:10]=[CH:9][CH:8]=[CH:7][C:6]=1[NH2:11])([CH3:4])([CH3:3])[CH3:2].[N+:12]([O-])([O-:14])=[O:13].[K+]. The catalyst is S(=O)(=O)(O)O. The product is [C:1]([C:5]1[CH:10]=[CH:9][C:8]([N+:12]([O-:14])=[O:13])=[CH:7][C:6]=1[NH2:11])([CH3:4])([CH3:2])[CH3:3]. The yield is 0.640.